From a dataset of Reaction yield outcomes from USPTO patents with 853,638 reactions. Predict the reaction yield, written as a fraction of the theoretical maximum amount of product (1.0 means a 100% yield; for example, 0.34 means a 34% yield). (1) The reactants are FC(F)(F)C(O)=O.[NH2:8][C@@H:9]1[C@@H:14]2[CH2:15][C@@H:11]([CH:12]=[CH:13]2)[C@@H:10]1[C:16]([NH2:18])=[O:17].C(=O)(O)[O-].[Na+].[Cl:24][C:25]1[N:30]=[C:29]([Cl:31])[C:28]([C:32]([F:35])([F:34])[F:33])=[CH:27][N:26]=1.C(O)(C)C. The catalyst is CO.O. The product is [Cl:24][C:25]1[N:26]=[C:27]([NH:8][C@@H:9]2[C@@H:14]3[CH2:15][C@@H:11]([CH:12]=[CH:13]3)[C@@H:10]2[C:16]([NH2:18])=[O:17])[C:28]([C:32]([F:35])([F:33])[F:34])=[CH:29][N:30]=1.[Cl:31][C:29]1[C:28]([C:32]([F:34])([F:33])[F:35])=[CH:27][N:26]=[C:25]([NH:8][C@@H:9]2[C@@H:14]3[CH2:15][C@@H:11]([CH:12]=[CH:13]3)[C@@H:10]2[C:16]([NH2:18])=[O:17])[N:30]=1. The yield is 0.450. (2) The reactants are [OH:1][C:2]1[CH:7]=[CH:6][C:5]([C@@H:8]2[CH2:12][C:11]3([CH2:17][CH2:16][N:15](C(OC(C)(C)C)=O)[CH2:14][CH2:13]3)[O:10][CH2:9]2)=[CH:4][CH:3]=1.[F:25][C:26]1[CH:27]=[C:28]([CH:31]=[CH:32][CH:33]=1)[CH2:29]Br.[ClH:34].FC1C=CC(COC2C=CC([C@H]3CC4(CCNCC4)OC3)=CC=2)=CC=1. No catalyst specified. The product is [ClH:34].[F:25][C:26]1[CH:27]=[C:28]([CH:31]=[CH:32][CH:33]=1)[CH2:29][O:1][C:2]1[CH:3]=[CH:4][C:5]([C@@H:8]2[CH2:12][C:11]3([CH2:13][CH2:14][NH:15][CH2:16][CH2:17]3)[O:10][CH2:9]2)=[CH:6][CH:7]=1. The yield is 0.750. (3) The reactants are Cl[CH2:2][CH2:3][CH2:4][CH2:5][N:6]1[C:10]2[CH:11]=[CH:12][CH:13]=[CH:14][C:9]=2[N:8]=[N:7]1.[O:15]1[CH:19]=[CH:18][CH:17]=[C:16]1[N:20]1[CH2:25][CH2:24][NH:23][CH2:22][CH2:21]1.C(N(C(C)C)CC)(C)C.[I-].[K+]. The catalyst is C(#N)C. The product is [O:15]1[CH:19]=[CH:18][CH:17]=[C:16]1[N:20]1[CH2:21][CH2:22][N:23]([CH2:2][CH2:3][CH2:4][CH2:5][N:6]2[C:10]3[CH:11]=[CH:12][CH:13]=[CH:14][C:9]=3[N:8]=[N:7]2)[CH2:24][CH2:25]1. The yield is 0.713. (4) The reactants are [N+:1]([O-:4])([O-])=[O:2].[K+].C[Si](Cl)(C)C.[C:11](=[O:27])([O:25][CH3:26])[O:12][C:13]1[CH:18]=[CH:17][C:16]([CH2:19][CH3:20])=[CH:15][C:14]=1[C:21]([CH3:24])([CH3:23])[CH3:22].[Al+3].[Cl-].[Cl-].[Cl-]. The catalyst is C(Cl)Cl. The product is [C:11](=[O:27])([O:25][CH3:26])[O:12][C:13]1[CH:18]=[C:17]([N+:1]([O-:4])=[O:2])[C:16]([CH2:19][CH3:20])=[CH:15][C:14]=1[C:21]([CH3:22])([CH3:23])[CH3:24]. The yield is 0.700. (5) The reactants are [Cl-].O[NH3+:3].[C:4](=[O:7])([O-])[OH:5].[Na+].CS(C)=O.[CH3:13][C:14]1[N:15]([CH:39]=[C:40]([CH3:42])[CH3:41])[C:16](=[O:38])[C:17]([CH2:23][C:24]2[CH:29]=[CH:28][C:27]([C:30]3[C:31]([C:36]#[N:37])=[CH:32][CH:33]=[CH:34][CH:35]=3)=[CH:26][CH:25]=2)=[C:18]([CH2:20][CH2:21][CH3:22])[N:19]=1. The catalyst is O.C(OCC)(=O)C. The product is [CH3:13][C:14]1[N:15]([CH:39]=[C:40]([CH3:41])[CH3:42])[C:16](=[O:38])[C:17]([CH2:23][C:24]2[CH:29]=[CH:28][C:27]([C:30]3[CH:35]=[CH:34][CH:33]=[CH:32][C:31]=3[C:36]3[NH:3][C:4](=[O:7])[O:5][N:37]=3)=[CH:26][CH:25]=2)=[C:18]([CH2:20][CH2:21][CH3:22])[N:19]=1. The yield is 0.320. (6) The product is [F:45][C:44]([F:47])([F:46])[S:41]([O:18][C:15]1[CH:14]=[CH:13][C:12]2[CH2:11][CH2:10][CH:9]([NH:19][C:20]([O:21][C:22]([CH3:23])([CH3:25])[CH3:24])=[O:26])[CH:8]([CH2:1][C:2]3[CH:7]=[CH:6][CH:5]=[CH:4][CH:3]=3)[C:17]=2[CH:16]=1)(=[O:43])=[O:42]. The yield is 1.00. The reactants are [CH2:1]([CH:8]1[C:17]2[C:12](=[CH:13][CH:14]=[C:15]([OH:18])[CH:16]=2)[CH2:11][CH2:10][CH:9]1[NH:19][C:20](=[O:26])[O:21][C:22]([CH3:25])([CH3:24])[CH3:23])[C:2]1[CH:7]=[CH:6][CH:5]=[CH:4][CH:3]=1.C(N(CC)CC)C.C1C=CC(N([S:41]([C:44]([F:47])([F:46])[F:45])(=[O:43])=[O:42])[S:41]([C:44]([F:47])([F:46])[F:45])(=[O:43])=[O:42])=CC=1. The catalyst is ClCCl.